This data is from Full USPTO retrosynthesis dataset with 1.9M reactions from patents (1976-2016). The task is: Predict the reactants needed to synthesize the given product. Given the product [CH2:1]([O:3][C:4](=[O:24])[CH2:5][CH2:6][C:7]1[CH:12]=[CH:11][C:10]([O:13][C:14]2[CH:19]=[C:18]([OH:20])[CH:17]=[C:16]([F:22])[CH:15]=2)=[CH:9][C:8]=1[CH3:23])[CH3:2], predict the reactants needed to synthesize it. The reactants are: [CH2:1]([O:3][C:4](=[O:24])[CH2:5][CH2:6][C:7]1[CH:12]=[CH:11][C:10]([O:13][C:14]2[CH:19]=[C:18]([O:20]C)[CH:17]=[C:16]([F:22])[CH:15]=2)=[CH:9][C:8]=1[CH3:23])[CH3:2].B(Br)(Br)Br.